This data is from Full USPTO retrosynthesis dataset with 1.9M reactions from patents (1976-2016). The task is: Predict the reactants needed to synthesize the given product. (1) The reactants are: C(O)(C(F)(F)F)=O.[CH2:8]([N:10]([C:24]([NH:26][CH2:27][CH:28]1[CH2:33][CH2:32][N:31]([S:34]([CH3:37])(=[O:36])=[O:35])[CH2:30][CH2:29]1)=[O:25])[CH:11]1[CH2:16][CH2:15][N:14](C(OC(C)(C)C)=O)[CH2:13][CH2:12]1)[CH3:9]. Given the product [CH2:8]([N:10]([CH:11]1[CH2:12][CH2:13][NH:14][CH2:15][CH2:16]1)[C:24]([NH:26][CH2:27][CH:28]1[CH2:33][CH2:32][N:31]([S:34]([CH3:37])(=[O:36])=[O:35])[CH2:30][CH2:29]1)=[O:25])[CH3:9], predict the reactants needed to synthesize it. (2) The reactants are: [Br:1][C:2]1[CH:3]=[C:4]([CH:20]=[CH:21][CH:22]=1)[C:5]([NH:7][CH:8]([C:10]1[N:15]=[N:14][C:13](S(C)(=O)=O)=[N:12][CH:11]=1)[CH3:9])=[O:6].[CH2:23]([S:25]([C:28]1[CH:29]=[CH:30][C:31]([O:35][CH3:36])=[C:32]([CH:34]=1)[NH2:33])(=[O:27])=[O:26])[CH3:24].O.C1(C)C=CC(S(O)(=O)=O)=CC=1. Given the product [Br:1][C:2]1[CH:3]=[C:4]([CH:20]=[CH:21][CH:22]=1)[C:5]([NH:7][CH:8]([C:10]1[N:15]=[N:14][C:13]([NH:33][C:32]2[CH:34]=[C:28]([S:25]([CH2:23][CH3:24])(=[O:26])=[O:27])[CH:29]=[CH:30][C:31]=2[O:35][CH3:36])=[N:12][CH:11]=1)[CH3:9])=[O:6], predict the reactants needed to synthesize it. (3) Given the product [CH3:1][C@@H:2]1[C@@H:7]2[CH2:8][C@@H:4]([C@H:5]([O:9][C:10]3[CH:11]=[N:12][C:13]([C:16]([F:18])([F:17])[F:19])=[CH:14][CH:15]=3)[CH2:6]2)[NH:3]1, predict the reactants needed to synthesize it. The reactants are: [CH3:1][C@@H:2]1[C@@H:7]2[CH2:8][C@@H:4]([C@H:5]([O:9][C:10]3[CH:11]=[N:12][C:13]([C:16]([F:19])([F:18])[F:17])=[CH:14][CH:15]=3)[CH2:6]2)[N:3]1C(OC(C)(C)C)=O.Cl. (4) Given the product [NH2:29][C:27]1[CH:26]=[CH:25][C:23]2[S:24][C:20]([C:3]3[C:2]([Br:1])=[CH:7][N:6]=[C:5]([NH:8][CH2:9][CH2:10][N:11]4[C:15]([CH3:17])([CH3:16])[C:14](=[O:18])[NH:13][C:12]4=[O:19])[N:4]=3)=[CH:21][C:22]=2[CH:28]=1, predict the reactants needed to synthesize it. The reactants are: [Br:1][C:2]1[C:3]([C:20]2[S:24][C:23]3[CH:25]=[CH:26][C:27]([N+:29]([O-])=O)=[CH:28][C:22]=3[CH:21]=2)=[N:4][C:5]([NH:8][CH2:9][CH2:10][N:11]2[C:15]([CH3:17])([CH3:16])[C:14](=[O:18])[NH:13][C:12]2=[O:19])=[N:6][CH:7]=1.C(O)C.[In]. (5) Given the product [NH2:1][CH2:6][CH2:5][CH2:4][C@H:3]1[CH2:46][C@@:2]1([C:24]1[N:35]=[CH:40][N:26]([C:11]2[CH:12]=[CH:13][C:8]([Cl:7])=[CH:9][CH:10]=2)[CH:25]=1)[C:17]([OH:18])=[O:20], predict the reactants needed to synthesize it. The reactants are: [N:1]1[CH:6]=[CH:5][CH:4]=[CH:3][CH:2]=1.[Cl:7][C:8]1[CH:13]=[CH:12][C:11](B(O)O)=[CH:10][CH:9]=1.[C:17](=[O:20])(O)[O-:18].[Na+].O.O.[CH2:24]([N:35]([CH2:40]C(O)=O)CC(O)=O)[CH2:25][N:26](CC([O-])=O)CC([O-])=O.[Na+].[Na+].[CH2:46](Cl)Cl. (6) Given the product [CH:24]1([NH:21][C:22]([N:18]2[CH2:19][CH2:20][CH:15]([C:6]3[C:5]4[C:10](=[CH:11][C:12]([O:13][CH3:14])=[C:3]([O:2][CH3:1])[CH:4]=4)[N:9]=[CH:8][N:7]=3)[CH2:16][CH2:17]2)=[O:23])[CH2:29][CH2:28][CH2:27][CH2:26][CH2:25]1, predict the reactants needed to synthesize it. The reactants are: [CH3:1][O:2][C:3]1[CH:4]=[C:5]2[C:10](=[CH:11][C:12]=1[O:13][CH3:14])[N:9]=[CH:8][N:7]=[C:6]2[CH:15]1[CH2:20][CH2:19][NH:18][CH2:17][CH2:16]1.[N:21]([CH:24]1[CH2:29][CH2:28][CH2:27][CH2:26][CH2:25]1)=[C:22]=[O:23]. (7) Given the product [C:12]([C:10]1[CH:11]=[C:7]([NH:6][C:5]([NH:54][C@@H:47]2[C:48]3[C:53](=[CH:52][CH:51]=[CH:50][CH:49]=3)[C@H:44]([O:43][C:40]3[CH:41]=[CH:42][C:37]4[N:38]([C:34]([N:29]5[CH2:30][CH2:31][CH2:32][CH2:33][C@@H:28]5[CH3:27])=[N:35][N:36]=4)[CH:39]=3)[CH2:45][CH2:46]2)=[O:24])[N:8]([C:16]2[CH:21]=[CH:20][CH:19]=[C:18]([CH2:22][OH:23])[CH:17]=2)[N:9]=1)([CH3:14])([CH3:15])[CH3:13], predict the reactants needed to synthesize it. The reactants are: ClC(Cl)(Cl)CO[C:5](=[O:24])[NH:6][C:7]1[N:8]([C:16]2[CH:21]=[CH:20][CH:19]=[C:18]([CH2:22][OH:23])[CH:17]=2)[N:9]=[C:10]([C:12]([CH3:15])([CH3:14])[CH3:13])[CH:11]=1.[CH3:27][C@H:28]1[CH2:33][CH2:32][CH2:31][CH2:30][N:29]1[C:34]1[N:38]2[CH:39]=[C:40]([O:43][C@H:44]3[C:53]4[C:48](=[CH:49][CH:50]=[CH:51][CH:52]=4)[C@@H:47]([NH2:54])[CH2:46][CH2:45]3)[CH:41]=[CH:42][C:37]2=[N:36][N:35]=1.CCN(C(C)C)C(C)C.CO. (8) The reactants are: [Cl-].[Cl:2][C:3]1[C:12]2[C:7](=[CH:8][CH:9]=[CH:10][CH:11]=2)[CH:6]=[CH:5][C:4]=1[NH:13][CH2:14][CH2:15][NH3+:16].[CH3:17][N:18]1[CH:22]=[CH:21][CH:20]=[C:19]1[CH:23]=O. Given the product [Cl:2][C:3]1[C:12]2[C:7](=[CH:8][CH:9]=[CH:10][CH:11]=2)[CH:6]=[CH:5][C:4]=1[NH:13][CH2:14][CH2:15][NH:16][CH2:23][C:19]1[N:18]([CH3:17])[CH:22]=[CH:21][CH:20]=1, predict the reactants needed to synthesize it. (9) Given the product [CH:1]1([C@H:7]([NH:20][C:21]([C:23]2[C:24]([OH:34])=[N:25][C:26]([N:29]3[CH:33]=[CH:32][CH:31]=[N:30]3)=[N:27][CH:28]=2)=[O:22])[C:8]2[CH:13]=[CH:12][C:11]([P:14]([CH3:19])(=[O:15])[OH:18])=[CH:10][CH:9]=2)[CH2:6][CH2:5][CH2:4][CH2:3][CH2:2]1, predict the reactants needed to synthesize it. The reactants are: [CH:1]1([C@H:7]([NH:20][C:21]([C:23]2[C:24]([OH:34])=[N:25][C:26]([N:29]3[CH:33]=[CH:32][CH:31]=[N:30]3)=[N:27][CH:28]=2)=[O:22])[C:8]2[CH:13]=[CH:12][C:11]([P:14]([CH3:19])(=[O:18])[O:15]CC)=[CH:10][CH:9]=2)[CH2:6][CH2:5][CH2:4][CH2:3][CH2:2]1.[OH-].[Na+]. (10) Given the product [Cl:1][C:2]1[CH:3]=[C:4]([C:8]#[C:9][C:10]2[CH:14]3[CH2:15][CH2:16][N:17]([C:18]([N:32]([CH2:31][CH2:30][O:29][CH3:28])[CH3:33])=[O:19])[CH:13]3[O:12][N:11]=2)[CH:5]=[CH:6][CH:7]=1, predict the reactants needed to synthesize it. The reactants are: [Cl:1][C:2]1[CH:3]=[C:4]([C:8]#[C:9][C:10]2[CH:14]3[CH2:15][CH2:16][N:17]([C:18](Cl)=[O:19])[CH:13]3[O:12][N:11]=2)[CH:5]=[CH:6][CH:7]=1.C(N(CC)CC)C.[CH3:28][O:29][CH2:30][CH2:31][NH:32][CH3:33].O.